Dataset: Full USPTO retrosynthesis dataset with 1.9M reactions from patents (1976-2016). Task: Predict the reactants needed to synthesize the given product. Given the product [CH2:27]([N:23]1[CH2:24][CH2:25][CH2:26][C@@H:21]([NH:20][C:15]2[CH:16]=[C:17]([CH3:19])[N:18]=[C:13]([NH:12][C:10]([NH:9][C:4]3[CH:5]=[CH:6][C:7]([Cl:8])=[C:2]([Cl:1])[CH:3]=3)=[NH:11])[N:14]=2)[CH2:22]1)[CH3:28], predict the reactants needed to synthesize it. The reactants are: [Cl:1][C:2]1[CH:3]=[C:4]([NH:9][C:10]([NH:12][C:13]2[N:18]=[C:17]([CH3:19])[CH:16]=[C:15]([NH:20][C@@H:21]3[CH2:26][CH2:25][CH2:24][NH:23][CH2:22]3)[N:14]=2)=[NH:11])[CH:5]=[CH:6][C:7]=1[Cl:8].[CH:27](=O)[CH3:28].C([BH3-])#N.[Na+].